This data is from Catalyst prediction with 721,799 reactions and 888 catalyst types from USPTO. The task is: Predict which catalyst facilitates the given reaction. (1) Reactant: [F:1][C:2]([F:15])([F:14])[C:3]1[NH:13][C:6]2=[N:7][CH:8]=[C:9]([CH2:11][NH2:12])[CH:10]=[C:5]2[CH:4]=1.Cl[C:17]1[CH:22]=[C:21]([CH:23]([CH3:25])[CH3:24])[N:20]=[CH:19][N:18]=1.CCN(C(C)C)C(C)C. Product: [CH3:24][CH:23]([C:21]1[N:20]=[CH:19][N:18]=[C:17]([NH:12][CH2:11][C:9]2[CH:10]=[C:5]3[CH:4]=[C:3]([C:2]([F:1])([F:14])[F:15])[NH:13][C:6]3=[N:7][CH:8]=2)[CH:22]=1)[CH3:25]. The catalyst class is: 435. (2) Reactant: Cl[C:2]([O:4][CH2:5][C:6]1[CH:11]=[CH:10][CH:9]=[CH:8][CH:7]=1)=[O:3].[NH2:12][CH:13]1[CH2:18][CH2:17][N:16]([C:19]([O:21][C:22]([CH3:25])([CH3:24])[CH3:23])=[O:20])[CH2:15][C:14]1([CH3:27])[CH3:26].C([O-])(O)=O.[Na+]. Product: [CH2:5]([O:4][C:2]([NH:12][CH:13]1[CH2:18][CH2:17][N:16]([C:19]([O:21][C:22]([CH3:25])([CH3:24])[CH3:23])=[O:20])[CH2:15][C:14]1([CH3:27])[CH3:26])=[O:3])[C:6]1[CH:11]=[CH:10][CH:9]=[CH:8][CH:7]=1. The catalyst class is: 30.